Dataset: Catalyst prediction with 721,799 reactions and 888 catalyst types from USPTO. Task: Predict which catalyst facilitates the given reaction. (1) Reactant: [CH:1]([O:4][C:5]([N:7]1[CH2:12][CH2:11][CH:10]([O:13][N:14]=[C:15]2[CH2:20][CH2:19][N:18]([C:21]3[CH:26]=[C:25]([F:27])[C:24]([NH2:28])=[CH:23][C:22]=3[F:29])[CH2:17][CH2:16]2)[CH2:9][CH2:8]1)=[O:6])([CH3:3])[CH3:2].[O-:30][C:31]#[N:32].[K+].C(O)(=O)C. Product: [CH:1]([O:4][C:5]([N:7]1[CH2:12][CH2:11][CH:10]([O:13][N:14]=[C:15]2[CH2:20][CH2:19][N:18]([C:21]3[CH:26]=[C:25]([F:27])[C:24]([NH:28][C:31]([NH2:32])=[O:30])=[CH:23][C:22]=3[F:29])[CH2:17][CH2:16]2)[CH2:9][CH2:8]1)=[O:6])([CH3:3])[CH3:2]. The catalyst class is: 20. (2) Reactant: B(F)(F)F.CSC.C[O:9][C:10]1[CH:11]=[C:12]([C:17]2[N:21]([CH2:22][C:23]#[N:24])[N:20]=[CH:19][C:18]=2[C:25]2[CH:30]=[CH:29][N:28]=[C:27]([C:31]3[CH:36]=[CH:35][CH:34]=[CH:33][C:32]=3[NH:37][C:38](=[O:40])[CH3:39])[CH:26]=2)[CH:13]=[C:14]([CH3:16])[CH:15]=1. Product: [OH:9][C:10]1[CH:11]=[C:12]([C:17]2[N:21]([CH2:22][C:23]#[N:24])[N:20]=[CH:19][C:18]=2[C:25]2[CH:30]=[CH:29][N:28]=[C:27]([C:31]3[CH:36]=[CH:35][CH:34]=[CH:33][C:32]=3[NH:37][C:38](=[O:40])[CH3:39])[CH:26]=2)[CH:13]=[C:14]([CH3:16])[CH:15]=1. The catalyst class is: 4. (3) The catalyst class is: 4. Product: [O:29]1[CH:30]=[CH:31][CH:32]=[C:28]1[C:26]1[N:27]=[C:23]([NH:22][C:13](=[O:15])[C:12]2[CH:11]=[CH:10][C:9]([CH2:8][N:3]3[CH2:4][CH2:5][CH2:6][CH2:7][C:2]3=[O:1])=[CH:17][CH:16]=2)[S:24][C:25]=1[N:33]1[CH2:38][CH2:37][O:36][CH2:35][CH2:34]1. Reactant: [O:1]=[C:2]1[CH2:7][CH2:6][CH2:5][CH2:4][N:3]1[CH2:8][C:9]1[CH:17]=[CH:16][C:12]([C:13]([OH:15])=O)=[CH:11][CH:10]=1.S(Cl)(Cl)=O.[NH2:22][C:23]1[S:24][C:25]([N:33]2[CH2:38][CH2:37][O:36][CH2:35][CH2:34]2)=[C:26]([C:28]2[O:29][CH:30]=[CH:31][CH:32]=2)[N:27]=1. (4) Reactant: [F:1][C:2]1[N:6]2[CH2:7][CH2:8][NH:9][CH2:10][C:5]2=[C:4]([C:11]#[N:12])[C:3]=1[C:13]1[CH:18]=[CH:17][CH:16]=[CH:15][CH:14]=1.C(N(CC)CC)C.[C:26]([N:30]=[C:31]=[O:32])([CH3:29])([CH3:28])[CH3:27].O. Product: [C:26]([NH:30][C:31]([N:9]1[CH2:8][CH2:7][N:6]2[C:2]([F:1])=[C:3]([C:13]3[CH:14]=[CH:15][CH:16]=[CH:17][CH:18]=3)[C:4]([C:11]#[N:12])=[C:5]2[CH2:10]1)=[O:32])([CH3:29])([CH3:28])[CH3:27]. The catalyst class is: 4. (5) Reactant: [CH3:1][O:2][C:3](=[O:19])[C:4]1[CH:9]=[C:8]([NH:10][C:11](=[O:13])[CH3:12])[CH:7]=[C:6]([NH:14][C:15](=[O:17])[CH3:16])[C:5]=1Br.C([Sn](CCCC)(CCCC)[C:25]#[C:26][C:27]1[CH:32]=[CH:31][CH:30]=[CH:29][CH:28]=1)CCC. Product: [CH3:1][O:2][C:3](=[O:19])[C:4]1[CH:9]=[C:8]([NH:10][C:11](=[O:13])[CH3:12])[CH:7]=[C:6]([NH:14][C:15](=[O:17])[CH3:16])[C:5]=1[C:25]#[C:26][C:27]1[CH:32]=[CH:31][CH:30]=[CH:29][CH:28]=1. The catalyst class is: 492. (6) Reactant: [Cl:1][C:2]1[C:11]([I:12])=[CH:10][C:5]2[NH:6][C:7](=[S:9])[NH:8][C:4]=2[CH:3]=1.Br[CH2:14][C:15]([O:17][CH3:18])=[O:16].C([O-])([O-])=O.[Cs+].[Cs+]. Product: [Cl:1][C:2]1[C:11]([I:12])=[CH:10][C:5]2[N:6]=[C:7]([S:9][CH2:14][C:15]([O:17][CH3:18])=[O:16])[NH:8][C:4]=2[CH:3]=1. The catalyst class is: 1. (7) Reactant: [F:1][C:2]1[CH:3]=[C:4]([CH:7]=[CH:8][CH:9]=1)[CH:5]=[O:6].[N+:10]([CH3:13])([O-:12])=[O:11].[OH-].[Na+].Cl. Product: [F:1][C:2]1[CH:3]=[C:4]([CH:5]([OH:6])[CH2:13][N+:10]([O-:12])=[O:11])[CH:7]=[CH:8][CH:9]=1. The catalyst class is: 24.